Dataset: Retrosynthesis with 50K atom-mapped reactions and 10 reaction types from USPTO. Task: Predict the reactants needed to synthesize the given product. (1) Given the product Fc1ccc2nc(N3CCNCC3)ccc2c1, predict the reactants needed to synthesize it. The reactants are: C1CNCCN1.Fc1ccc2nc(Cl)ccc2c1. (2) Given the product CCC(O)c1ccc(Br)cn1, predict the reactants needed to synthesize it. The reactants are: CC[Mg+].O=Cc1ccc(Br)cn1. (3) Given the product Cc1cc2c(c(C)c1C(F)(F)F)N(CC1CCN(C)CC1)CCC[C@@H]2N(Cc1cc(C(F)(F)F)cc(C(F)(F)F)c1)c1nnn(C)n1, predict the reactants needed to synthesize it. The reactants are: C=O.Cc1cc2c(c(C)c1C(F)(F)F)N(CC1CCNCC1)CCC[C@@H]2N(Cc1cc(C(F)(F)F)cc(C(F)(F)F)c1)c1nnn(C)n1. (4) Given the product COc1ncc(-c2ccc(-c3ccc(C(C)N4CCCC4)cc3)cc2F)cn1, predict the reactants needed to synthesize it. The reactants are: CC(c1ccc(-c2ccc(Br)c(F)c2)cc1)N1CCCC1.COc1ncc(B(O)O)cn1. (5) Given the product O=C(O)C1(c2coc(C3CC3)n2)CC1, predict the reactants needed to synthesize it. The reactants are: CCOC(=O)C1(c2coc(C3CC3)n2)CC1. (6) Given the product C=CC(=O)NC[C@H](O)[C@@H](O)[C@H](O)[C@H](O)CO, predict the reactants needed to synthesize it. The reactants are: C=CC(=O)Cl.NC[C@H](O)[C@@H](O)[C@H](O)[C@H](O)CO. (7) Given the product COc1cc2nc(N3CCN(C(=O)C4CCCO4)CC3)nc(N)c2cc1OC, predict the reactants needed to synthesize it. The reactants are: COc1cc2nc(Cl)nc(N)c2cc1OC.O=C(C1CCCO1)N1CCNCC1.